From a dataset of NCI-60 drug combinations with 297,098 pairs across 59 cell lines. Regression. Given two drug SMILES strings and cell line genomic features, predict the synergy score measuring deviation from expected non-interaction effect. Drug 1: C1=CC(=C2C(=C1NCCNCCO)C(=O)C3=C(C=CC(=C3C2=O)O)O)NCCNCCO. Drug 2: C1C(C(OC1N2C=NC(=NC2=O)N)CO)O. Cell line: HT29. Synergy scores: CSS=43.5, Synergy_ZIP=3.68, Synergy_Bliss=2.83, Synergy_Loewe=8.64, Synergy_HSA=8.43.